Dataset: Forward reaction prediction with 1.9M reactions from USPTO patents (1976-2016). Task: Predict the product of the given reaction. (1) The product is: [NH2:1][CH:2]1[CH2:7][CH2:6][CH2:5][N:4]([C:8]2[CH:9]=[CH:10][N:11]3[C:16]([C:17]=2[O:18][CH3:19])=[C:15]([CH2:20][CH3:21])[CH:14]=[C:13]([C:22]([OH:24])=[O:23])[C:12]3=[O:27])[CH2:3]1. Given the reactants [NH2:1][CH:2]1[CH2:7][CH2:6][CH2:5][N:4]([C:8]2[CH:9]=[CH:10][N:11]3[C:16]([C:17]=2[O:18][CH3:19])=[C:15]([CH2:20][CH3:21])[CH:14]=[C:13]([C:22]([O:24]CC)=[O:23])[C:12]3=[O:27])[CH2:3]1.[OH-].[Li+].C(O)(=O)C, predict the reaction product. (2) Given the reactants [OH:1][CH2:2][C:3]1[CH:4]=[C:5]([OH:20])[CH:6]=[C:7]([O:9][C:10]2[CH:15]=[CH:14][C:13]([C:16]([F:19])([F:18])[F:17])=[CH:12][N:11]=2)[CH:8]=1.I[CH2:22][CH3:23].C(=O)([O-])[O-].[K+].[K+].C1OCCOCCOCCOCCOCCOC1, predict the reaction product. The product is: [CH2:22]([O:20][C:5]1[CH:4]=[C:3]([CH2:2][OH:1])[CH:8]=[C:7]([O:9][C:10]2[CH:15]=[CH:14][C:13]([C:16]([F:17])([F:18])[F:19])=[CH:12][N:11]=2)[CH:6]=1)[CH3:23]. (3) Given the reactants C(OC(=O)[NH:7][C:8]1[S:9][C:10]2[CH:16]=[C:15]([CH2:17][NH2:18])[CH:14]=[CH:13][C:11]=2[N:12]=1)(C)(C)C.[CH:20](N(CC)C(C)C)(C)C.CN([C:32]([O:36]N1N=NC2C=CC=NC1=2)=[N+](C)C)C.F[P-](F)(F)(F)(F)F.[CH3:53][N:54]1[C:58](=[O:59])[CH2:57][CH2:56][CH2:55]1, predict the reaction product. The product is: [NH2:7][C:8]1[S:9][C:10]2[CH:16]=[C:15]([CH2:17][NH:18][C:32]([C:53]3[CH:55]=[CH:56][CH:57]=[C:58]([O:59][CH3:20])[N:54]=3)=[O:36])[CH:14]=[CH:13][C:11]=2[N:12]=1.